This data is from Forward reaction prediction with 1.9M reactions from USPTO patents (1976-2016). The task is: Predict the product of the given reaction. (1) Given the reactants I[C:2]1[CH:7]=[CH:6][C:5]([I:8])=[CH:4][CH:3]=1.[NH:9]1[CH2:12][CH:11]([OH:13])[CH2:10]1.C1C=CC2C(C3C(O)=CC=C4C=3C=CC=C4)=C(O)C=CC=2C=1.[O-]P([O-])([O-])=O.[K+].[K+].[K+], predict the reaction product. The product is: [I:8][C:5]1[CH:6]=[CH:7][C:2]([N:9]2[CH2:12][CH:11]([OH:13])[CH2:10]2)=[CH:3][CH:4]=1. (2) Given the reactants [C:1]([C:5]([C:8]([O:11][C:12]([C:15]([C:18]([C:21]([OH:23])=[O:22])([F:20])[F:19])(F)[F:16])([F:14])[F:13])(F)[F:9])([F:7])[F:6])([F:4])([F:3])[F:2].C(C(C(OC(C(C(C(O)=O)(F)F)F)(F)F)F)(F)F)(F)(F)F.[NH3:45].C(C(C(OC(C(C(C([O-])=O)(F)F)(F)F)(F)F)(F)F)(F)F)(F)(F)F.[NH4+], predict the reaction product. The product is: [C:1]([C:5]([CH:8]([O:11][C:12]([CH:15]([C:18]([C:21]([O-:23])=[O:22])([F:19])[F:20])[F:16])([F:13])[F:14])[F:9])([F:7])[F:6])([F:4])([F:3])[F:2].[NH4+:45]. (3) Given the reactants [NH:1]1[C:9]2[C:4](=[CH:5][N:6]=[CH:7][CH:8]=2)[CH:3]=[CH:2]1.N[C@H:11]1[CH2:16][CH2:15][CH2:14][CH2:13][C@@H:12]1N.P([O-])([O-])([O-])=O.[K+].[K+].[K+].IC1C=CC=CC=1, predict the reaction product. The product is: [C:11]1([N:1]2[C:9]3[CH:8]=[CH:7][N:6]=[CH:5][C:4]=3[CH:3]=[CH:2]2)[CH:16]=[CH:15][CH:14]=[CH:13][CH:12]=1. (4) Given the reactants O[CH2:2][C:3]1[CH:14]=[CH:13][C:6]2[O:7][CH2:8][C:9](=[O:12])[N:10]([CH3:11])[C:5]=2[CH:4]=1.C([C:17]1[C:21]([C:22]([O-:24])=[O:23])=[CH:20][NH:19][N:18]=1)C.[C:25]1(P(C2C=CC=CC=2)C2C=CC=CC=2)C=CC=C[CH:26]=1.CCOC(/N=N/C(OCC)=O)=O.C1(C)C=CC=CC=1.C([O-])(O)=O.[Na+], predict the reaction product. The product is: [CH3:11][N:10]1[C:9](=[O:12])[CH2:8][O:7][C:6]2[CH:13]=[CH:14][C:3]([CH2:2][N:18]3[CH:17]=[C:21]([C:22]([O:24][CH2:25][CH3:26])=[O:23])[CH:20]=[N:19]3)=[CH:4][C:5]1=2. (5) Given the reactants [NH:1]1[CH2:6][CH2:5][CH:4]([C:7]([OH:10])([CH3:9])[CH3:8])[CH2:3][CH2:2]1.Cl[C:12]([O:14][CH2:15][C:16]1[CH:21]=[CH:20][CH:19]=[CH:18][CH:17]=1)=[O:13].C(N(CC)CC)C, predict the reaction product. The product is: [OH:10][C:7]([CH:4]1[CH2:5][CH2:6][N:1]([C:12]([O:14][CH2:15][C:16]2[CH:21]=[CH:20][CH:19]=[CH:18][CH:17]=2)=[O:13])[CH2:2][CH2:3]1)([CH3:9])[CH3:8].